This data is from Full USPTO retrosynthesis dataset with 1.9M reactions from patents (1976-2016). The task is: Predict the reactants needed to synthesize the given product. (1) Given the product [O:34]1[CH:35]=[CH:36][N:37]=[C:33]1[C:2]1[CH:16]=[N:15][C:5]2[NH:6][C:7]3[CH:12]=[N:11][C:10]([C:13]#[N:14])=[CH:9][C:8]=3[C:4]=2[CH:3]=1, predict the reactants needed to synthesize it. The reactants are: Br[C:2]1[CH:16]=[N:15][C:5]2[NH:6][C:7]3[CH:12]=[N:11][C:10]([C:13]#[N:14])=[CH:9][C:8]=3[C:4]=2[CH:3]=1.[Cl-].[Li+].CCN(C(C)C)C(C)C.C([Sn](CCCC)(CCCC)[C:33]1[O:34][CH:35]=[CH:36][N:37]=1)CCC.[F-].[K+]. (2) The reactants are: Cl[C:2]1[C:3]2[CH:10]=[CH:9][N:8]([C:11]3[CH:16]=[CH:15][C:14]([F:17])=[CH:13][CH:12]=3)[C:4]=2[N:5]=[CH:6][N:7]=1.[O:18]1CCOCC1.C(=O)([O-])[O-].[K+].[K+].N12CCN(CC1)CC2. Given the product [F:17][C:14]1[CH:15]=[CH:16][C:11]([N:8]2[C:4]3[N:5]=[CH:6][NH:7][C:2](=[O:18])[C:3]=3[CH:10]=[CH:9]2)=[CH:12][CH:13]=1, predict the reactants needed to synthesize it. (3) Given the product [CH3:32][N:33]([CH3:37])[CH2:34][CH2:35][O:28][C:26]1[CH:25]=[CH:24][C:22]2[NH:23][C:18]([C:3]3[C:4](=[O:17])[N:5]([CH2:12][CH2:13][CH:14]([CH3:16])[CH3:15])[C:6]4[C:11]([C:2]=3[OH:1])=[CH:10][CH:9]=[CH:8][CH:7]=4)=[N:19][S:20](=[O:29])(=[O:30])[C:21]=2[CH:27]=1, predict the reactants needed to synthesize it. The reactants are: [OH:1][C:2]1[C:11]2[C:6](=[CH:7][CH:8]=[CH:9][CH:10]=2)[N:5]([CH2:12][CH2:13][CH:14]([CH3:16])[CH3:15])[C:4](=[O:17])[C:3]=1[C:18]1[NH:23][C:22]2[CH:24]=[CH:25][C:26]([OH:28])=[CH:27][C:21]=2[S:20](=[O:30])(=[O:29])[N:19]=1.Cl.[CH3:32][N:33]([CH3:37])[CH2:34][CH2:35]Cl.[I-].[K+].C(=O)([O-])[O-].[K+].[K+].Cl.